Dataset: Catalyst prediction with 721,799 reactions and 888 catalyst types from USPTO. Task: Predict which catalyst facilitates the given reaction. (1) Reactant: [CH2:1]([N:3]1[C:7]2=[N:8][C:9]([CH2:48][CH3:49])=[C:10]([CH2:19][NH:20][C:21]([C:23]3[CH:28]=[CH:27][CH:26]=[C:25]([C:29]([NH:31][CH2:32][C:33]4[CH:34]=[C:35]([C:40]5[CH:45]=[CH:44][CH:43]=[C:42](C=O)[CH:41]=5)[C:36]([CH3:39])=[CH:37][CH:38]=4)=[O:30])[CH:24]=3)=[O:22])[C:11]([NH:12][CH:13]3[CH2:18][CH2:17][O:16][CH2:15][CH2:14]3)=[C:6]2[CH:5]=[N:4]1)[CH3:2].[CH3:50][N:51]1[CH2:57][CH2:56][CH2:55][NH:54][CH2:53][CH2:52]1.[C:58](O)(=O)C.C(O[BH-](OC(=O)C)OC(=O)C)(=O)C.[Na+]. Product: [CH2:1]([N:3]1[C:7]2=[N:8][C:9]([CH2:48][CH3:49])=[C:10]([CH2:19][NH:20][C:21]([C:23]3[CH:28]=[CH:27][CH:26]=[C:25]([C:29]([NH:31][CH2:32][C:33]4[CH:34]=[C:35]([C:40]5[CH:45]=[CH:44][CH:43]=[C:42]([CH2:50][N:51]6[CH2:57][CH2:56][CH2:55][N:54]([CH3:58])[CH2:53][CH2:52]6)[CH:41]=5)[C:36]([CH3:39])=[CH:37][CH:38]=4)=[O:30])[CH:24]=3)=[O:22])[C:11]([NH:12][CH:13]3[CH2:18][CH2:17][O:16][CH2:15][CH2:14]3)=[C:6]2[CH:5]=[N:4]1)[CH3:2]. The catalyst class is: 2. (2) Reactant: [CH3:1][C:2]1[C:3]([C:18]2[CH:23]=[CH:22][CH:21]=[CH:20][CH:19]=2)=[N:4][C:5]2[C:10]([C:11]=1[C:12]1[CH:17]=[CH:16][CH:15]=[CH:14][CH:13]=1)=[CH:9][CH:8]=[CH:7][N:6]=2.C1C(=O)N([Br:31])C(=O)C1.C(OOC(=O)C1C=CC=CC=1)(=O)C1C=CC=CC=1. Product: [Br:31][CH2:1][C:2]1[C:3]([C:18]2[CH:23]=[CH:22][CH:21]=[CH:20][CH:19]=2)=[N:4][C:5]2[C:10]([C:11]=1[C:12]1[CH:17]=[CH:16][CH:15]=[CH:14][CH:13]=1)=[CH:9][CH:8]=[CH:7][N:6]=2. The catalyst class is: 53. (3) Reactant: Cl[C:2]1[C:11]2[C:6](=[CH:7][C:8]([O:14][CH2:15][CH:16]3[CH2:21][CH2:20][N:19]([CH3:22])[CH2:18][CH2:17]3)=[C:9]([O:12][CH3:13])[CH:10]=2)[N:5]=[CH:4][N:3]=1.[OH:23][C:24]1[CH:33]=[C:32]2[C:27]([C:28](=[O:35])[CH:29]=[C:30]([CH3:34])[O:31]2)=[CH:26][CH:25]=1.C(=O)([O-])[O-].[K+].[K+].O. Product: [CH3:13][O:12][C:9]1[CH:10]=[C:11]2[C:6](=[CH:7][C:8]=1[O:14][CH2:15][CH:16]1[CH2:21][CH2:20][N:19]([CH3:22])[CH2:18][CH2:17]1)[N:5]=[CH:4][N:3]=[C:2]2[O:23][C:24]1[CH:33]=[C:32]2[C:27]([C:28](=[O:35])[CH:29]=[C:30]([CH3:34])[O:31]2)=[CH:26][CH:25]=1. The catalyst class is: 13. (4) Reactant: C([O:3][P:4]([C:12](=[O:29])[C:13]1[CH:18]=[CH:17][C:16]([CH2:19][CH2:20][CH2:21][CH2:22][CH2:23][CH2:24][CH2:25][CH2:26][CH2:27][CH3:28])=[CH:15][CH:14]=1)([C:6]1[CH:11]=[CH:10][CH:9]=[CH:8][CH:7]=1)=[O:5])C.[I-].[Na+:31]. Product: [Na+:31].[CH2:19]([C:16]1[CH:15]=[CH:14][C:13]([C:12]([P:4]([C:6]2[CH:11]=[CH:10][CH:9]=[CH:8][CH:7]=2)(=[O:3])[O-:5])=[O:29])=[CH:18][CH:17]=1)[CH2:20][CH2:21][CH2:22][CH2:23][CH2:24][CH2:25][CH2:26][CH2:27][CH3:28]. The catalyst class is: 311. (5) Reactant: [OH:1][CH2:2][C:3](N)=O.F[B-](F)(F)F.C([O+](CC)CC)C.[NH2:18][C:19]1[C:20]([NH:28][C@@H:29]2[CH2:34][O:33][CH:32]([CH2:35][C:36]#[N:37])[CH2:31][CH2:30]2)=[C:21]2[S:27][CH:26]=[CH:25][C:22]2=[N:23][CH:24]=1. Product: [OH:1][CH2:2][C:3]1[N:28]([C@@H:29]2[CH2:34][O:33][C@@H:32]([CH2:35][C:36]#[N:37])[CH2:31][CH2:30]2)[C:20]2=[C:21]3[S:27][CH:26]=[CH:25][C:22]3=[N:23][CH:24]=[C:19]2[N:18]=1. The catalyst class is: 219. (6) Reactant: [Br:1][C:2]1[CH:3]=[C:4]2[C:8](=[CH:9][CH:10]=1)[NH:7][C:6]([CH3:11])=[CH:5]2.[H-].[Na+].[CH3:14]I. Product: [CH3:14][N:7]1[C:8]2[C:4](=[CH:3][C:2]([Br:1])=[CH:10][CH:9]=2)[CH:5]=[C:6]1[CH3:11]. The catalyst class is: 3.